From a dataset of NCI-60 drug combinations with 297,098 pairs across 59 cell lines. Regression. Given two drug SMILES strings and cell line genomic features, predict the synergy score measuring deviation from expected non-interaction effect. (1) Drug 1: CCCS(=O)(=O)NC1=C(C(=C(C=C1)F)C(=O)C2=CNC3=C2C=C(C=N3)C4=CC=C(C=C4)Cl)F. Drug 2: CN(C)C1=NC(=NC(=N1)N(C)C)N(C)C. Cell line: MOLT-4. Synergy scores: CSS=-7.85, Synergy_ZIP=3.06, Synergy_Bliss=1.46, Synergy_Loewe=-5.42, Synergy_HSA=-3.85. (2) Synergy scores: CSS=17.2, Synergy_ZIP=2.83, Synergy_Bliss=8.33, Synergy_Loewe=-19.6, Synergy_HSA=-0.0180. Cell line: U251. Drug 2: CCC(=C(C1=CC=CC=C1)C2=CC=C(C=C2)OCCN(C)C)C3=CC=CC=C3.C(C(=O)O)C(CC(=O)O)(C(=O)O)O. Drug 1: C1C(C(OC1N2C=C(C(=O)NC2=O)F)CO)O. (3) Drug 1: C1C(C(OC1N2C=C(C(=O)NC2=O)F)CO)O. Drug 2: C(CC(=O)O)C(=O)CN.Cl. Cell line: EKVX. Synergy scores: CSS=3.04, Synergy_ZIP=-3.60, Synergy_Bliss=-1.35, Synergy_Loewe=-0.222, Synergy_HSA=-0.120. (4) Drug 1: CC1=C(C=C(C=C1)NC2=NC=CC(=N2)N(C)C3=CC4=NN(C(=C4C=C3)C)C)S(=O)(=O)N.Cl. Drug 2: C(CN)CNCCSP(=O)(O)O. Cell line: NCI-H522. Synergy scores: CSS=-6.93, Synergy_ZIP=0.141, Synergy_Bliss=-9.15, Synergy_Loewe=-8.99, Synergy_HSA=-9.16. (5) Drug 1: CC1C(C(=O)NC(C(=O)N2CCCC2C(=O)N(CC(=O)N(C(C(=O)O1)C(C)C)C)C)C(C)C)NC(=O)C3=C4C(=C(C=C3)C)OC5=C(C(=O)C(=C(C5=N4)C(=O)NC6C(OC(=O)C(N(C(=O)CN(C(=O)C7CCCN7C(=O)C(NC6=O)C(C)C)C)C)C(C)C)C)N)C. Drug 2: CC1CCCC2(C(O2)CC(NC(=O)CC(C(C(=O)C(C1O)C)(C)C)O)C(=CC3=CSC(=N3)C)C)C. Cell line: UACC62. Synergy scores: CSS=42.8, Synergy_ZIP=-2.89, Synergy_Bliss=-2.92, Synergy_Loewe=-5.78, Synergy_HSA=0.913. (6) Drug 1: CC(CN1CC(=O)NC(=O)C1)N2CC(=O)NC(=O)C2. Drug 2: CNC(=O)C1=NC=CC(=C1)OC2=CC=C(C=C2)NC(=O)NC3=CC(=C(C=C3)Cl)C(F)(F)F. Cell line: COLO 205. Synergy scores: CSS=56.2, Synergy_ZIP=0.562, Synergy_Bliss=-0.774, Synergy_Loewe=0.130, Synergy_HSA=1.20. (7) Drug 1: CCC1(CC2CC(C3=C(CCN(C2)C1)C4=CC=CC=C4N3)(C5=C(C=C6C(=C5)C78CCN9C7C(C=CC9)(C(C(C8N6C)(C(=O)OC)O)OC(=O)C)CC)OC)C(=O)OC)O.OS(=O)(=O)O. Drug 2: COCCOC1=C(C=C2C(=C1)C(=NC=N2)NC3=CC=CC(=C3)C#C)OCCOC.Cl. Cell line: OVCAR-4. Synergy scores: CSS=1.51, Synergy_ZIP=-0.383, Synergy_Bliss=-0.158, Synergy_Loewe=0.107, Synergy_HSA=-0.933.